Dataset: Catalyst prediction with 721,799 reactions and 888 catalyst types from USPTO. Task: Predict which catalyst facilitates the given reaction. (1) Reactant: [C:1]1(C)C=CC(S(O)(=O)=O)=CC=1.[NH:12]([C:14]([C:16]1[CH:17]=[C:18]([CH:22]=[CH:23][CH:24]=1)[C:19]([OH:21])=[O:20])=[O:15])[NH2:13].C(OC(OCC)OCC)C. Product: [O:15]1[CH:1]=[N:13][N:12]=[C:14]1[C:16]1[CH:17]=[C:18]([CH:22]=[CH:23][CH:24]=1)[C:19]([OH:21])=[O:20]. The catalyst class is: 6. (2) Reactant: [Cl:1][C:2]1[CH:3]=[CH:4][C:5]([O:15][CH2:16][C:17]2[CH:22]=[CH:21][C:20]([Br:23])=[CH:19][C:18]=2[F:24])=[C:6]([C:8](=O)[CH2:9][CH2:10][C:11](=O)[CH3:12])[CH:7]=1.[NH2:25][C:26]1[CH:27]=[C:28]([C:36]([OH:38])=[O:37])[C:29]2[C:34]([CH:35]=1)=[CH:33][CH:32]=[CH:31][CH:30]=2.CC1C=CC(S(O)(=O)=O)=CC=1. Product: [Cl:1][C:2]1[CH:3]=[CH:4][C:5]([O:15][CH2:16][C:17]2[CH:22]=[CH:21][C:20]([Br:23])=[CH:19][C:18]=2[F:24])=[C:6]([C:8]2[N:25]([C:26]3[CH:27]=[C:28]([C:36]([OH:38])=[O:37])[C:29]4[C:34]([CH:35]=3)=[CH:33][CH:32]=[CH:31][CH:30]=4)[C:11]([CH3:12])=[CH:10][CH:9]=2)[CH:7]=1. The catalyst class is: 291. (3) Reactant: [F:1][C:2]1[CH:19]=[C:18]([N+:20]([O-:22])=[O:21])[CH:17]=[CH:16][C:3]=1[O:4][C:5]1[CH:10]=[CH:9][N:8]=[C:7]2[CH:11]=[C:12]([S:14][CH3:15])[S:13][C:6]=12.C1C=C(Cl)C=C(C(OO)=[O:31])C=1.O. Product: [F:1][C:2]1[CH:19]=[C:18]([N+:20]([O-:22])=[O:21])[CH:17]=[CH:16][C:3]=1[O:4][C:5]1[CH:10]=[CH:9][N:8]=[C:7]2[CH:11]=[C:12]([S:14]([CH3:15])=[O:31])[S:13][C:6]=12. The catalyst class is: 2. (4) Reactant: [CH:1]1([NH:4][CH2:5][C:6]2[CH:15]=[CH:14][C:9]([C:10]([O:12][CH3:13])=[O:11])=[CH:8][C:7]=2[C:16]([F:19])([F:18])[F:17])[CH2:3][CH2:2]1.[C:20](O[C:20]([O:22][C:23]([CH3:26])([CH3:25])[CH3:24])=[O:21])([O:22][C:23]([CH3:26])([CH3:25])[CH3:24])=[O:21].C([O-])([O-])=O.[K+].[K+].O. Product: [C:23]([O:22][C:20]([N:4]([CH2:5][C:6]1[CH:15]=[CH:14][C:9]([C:10]([O:12][CH3:13])=[O:11])=[CH:8][C:7]=1[C:16]([F:17])([F:18])[F:19])[CH:1]1[CH2:2][CH2:3]1)=[O:21])([CH3:26])([CH3:25])[CH3:24]. The catalyst class is: 1. (5) Reactant: [CH3:1][C:2]1[O:6][C:5]([C:7]2[CH:8]=[CH:9][C:10]3[N:14]=[CH:13][N:12]([CH:15]4[CH2:20][CH2:19][NH:18][CH2:17][CH2:16]4)[C:11]=3[CH:21]=2)=[N:4][N:3]=1.C(N(CC)CC)C.[CH3:29][S:30](Cl)(=[O:32])=[O:31]. The catalyst class is: 7. Product: [CH3:1][C:2]1[O:6][C:5]([C:7]2[CH:8]=[CH:9][C:10]3[N:14]=[CH:13][N:12]([CH:15]4[CH2:20][CH2:19][N:18]([S:30]([CH3:29])(=[O:32])=[O:31])[CH2:17][CH2:16]4)[C:11]=3[CH:21]=2)=[N:4][N:3]=1. (6) Reactant: [CH2:1]([O:8][C:9](=[O:35])[NH:10][C@@H:11]1[C:14](=[O:15])[N:13]([CH2:16][C:17]2[CH:22]=[CH:21][C:20]([O:23][CH3:24])=[CH:19][C:18]=2[O:25][CH3:26])[C@@H:12]1[CH2:27][N:28]1[C:32](=[O:33])[CH2:31][NH:30][C:29]1=[O:34])[C:2]1[CH:7]=[CH:6][CH:5]=[CH:4][CH:3]=1.[C:36]([O:40][C:41](O[C:41]([O:40][C:36]([CH3:39])([CH3:38])[CH3:37])=[O:42])=[O:42])([CH3:39])([CH3:38])[CH3:37].O. Product: [CH2:1]([O:8][C:9]([NH:10][C@@H:11]1[C:14](=[O:15])[N:13]([CH2:16][C:17]2[CH:22]=[CH:21][C:20]([O:23][CH3:24])=[CH:19][C:18]=2[O:25][CH3:26])[C@@H:12]1[CH2:27][N:28]1[C:32](=[O:33])[CH2:31][N:30]([C:41]([O:40][C:36]([CH3:39])([CH3:38])[CH3:37])=[O:42])[C:29]1=[O:34])=[O:35])[C:2]1[CH:3]=[CH:4][CH:5]=[CH:6][CH:7]=1. The catalyst class is: 64. (7) Reactant: [NH2:1][C:2]1[CH:7]=[CH:6][CH:5]=[CH:4][N:3]=1.[Cl:8][CH2:9][CH2:10][N:11]=[C:12]=[O:13]. Product: [Cl:8][CH2:9][CH2:10][NH:11][C:12]([NH:1][C:2]1[CH:7]=[CH:6][CH:5]=[CH:4][N:3]=1)=[O:13]. The catalyst class is: 1. (8) Reactant: [CH3:1][O:2][C:3](=[O:19])[CH:4]=[CH:5][C:6]1[CH:11]=[CH:10][C:9]([O:12][CH2:13][C:14]([OH:16])=O)=[C:8]([O:17][CH3:18])[CH:7]=1.ON1C(=O)CCC1=O.C(N=C=NCCCN(C)C)C.[CH3:39][C:40]([O:43][C:44]([NH:46][CH2:47][CH2:48][O:49][CH2:50][CH2:51][O:52][CH2:53][CH2:54][NH2:55])=[O:45])([CH3:42])[CH3:41]. Product: [CH3:1][O:2][C:3](=[O:19])[CH:4]=[CH:5][C:6]1[CH:11]=[CH:10][C:9]([O:12][CH2:13][C:14](=[O:16])[NH:55][CH2:54][CH2:53][O:52][CH2:51][CH2:50][O:49][CH2:48][CH2:47][NH:46][C:44]([O:43][C:40]([CH3:42])([CH3:41])[CH3:39])=[O:45])=[C:8]([O:17][CH3:18])[CH:7]=1. The catalyst class is: 9. (9) Reactant: Cl[C:2]1[CH:7]=[C:6]([Cl:8])[CH:5]=[C:4]([Cl:9])[N:3]=1.[Cl:10][C:11]1[CH:12]=[CH:13][C:14]([O:20][CH3:21])=[C:15](B(O)O)[CH:16]=1.[F-].[Cs+]. Product: [Cl:9][C:4]1[CH:5]=[C:6]([Cl:8])[CH:7]=[C:2]([C:13]2[CH:12]=[C:11]([Cl:10])[CH:16]=[CH:15][C:14]=2[O:20][CH3:21])[N:3]=1. The catalyst class is: 104.